This data is from Catalyst prediction with 721,799 reactions and 888 catalyst types from USPTO. The task is: Predict which catalyst facilitates the given reaction. Reactant: [N:1]1([C:6]2[CH:11]=[CH:10][C:9]([C:12]([C:14]3[C:18]4[CH:19]=[C:20]([OH:25])[C:21]([Br:24])=[C:22]([Br:23])[C:17]=4[O:16][CH:15]=3)=[O:13])=[CH:8][CH:7]=2)[CH:5]=[CH:4][N:3]=[CH:2]1.[N+]([O-])(O)=[O:27].O. Product: [N:1]1([C:6]2[CH:11]=[CH:10][C:9]([C:12]([C:14]3[C:18]4[C:19](=[O:27])[C:20](=[O:25])[C:21]([Br:24])=[C:22]([Br:23])[C:17]=4[O:16][CH:15]=3)=[O:13])=[CH:8][CH:7]=2)[CH:5]=[CH:4][N:3]=[CH:2]1. The catalyst class is: 52.